This data is from HIV replication inhibition screening data with 41,000+ compounds from the AIDS Antiviral Screen. The task is: Binary Classification. Given a drug SMILES string, predict its activity (active/inactive) in a high-throughput screening assay against a specified biological target. (1) The molecule is O=C1NC(=O)C2C1C1C=C3c4ccccc4N(c4ccccc4)C32C2C(=O)NC(=O)C12. The result is 0 (inactive). (2) The drug is COc1ccc(CCNc2ccc(NCCc3ccc(OC)c(OC)c3)c3c2C(=O)c2ccccc2C3=O)cc1OC. The result is 0 (inactive). (3) The drug is O=P(Nc1ccccn1)(N1CC1)N1CC1. The result is 0 (inactive). (4) The drug is Cc1cc(O)nc(-n2[nH]c3c(c2=O)CCCC3)n1. The result is 0 (inactive).